Dataset: Forward reaction prediction with 1.9M reactions from USPTO patents (1976-2016). Task: Predict the product of the given reaction. (1) Given the reactants [C:1](Cl)(=[O:3])[CH3:2].[N:5]1([CH2:10][CH2:11][CH2:12][O:13][C:14]2[CH:19]=[CH:18][C:17]([C:20]3([C:26]#[N:27])[CH2:25][CH2:24][NH:23][CH2:22][CH2:21]3)=[CH:16][CH:15]=2)[CH2:9][CH2:8][CH2:7][CH2:6]1.C(N(CC)CC)C, predict the reaction product. The product is: [C:1]([N:23]1[CH2:22][CH2:21][C:20]([C:17]2[CH:18]=[CH:19][C:14]([O:13][CH2:12][CH2:11][CH2:10][N:5]3[CH2:9][CH2:8][CH2:7][CH2:6]3)=[CH:15][CH:16]=2)([C:26]#[N:27])[CH2:25][CH2:24]1)(=[O:3])[CH3:2]. (2) Given the reactants Cl[C:2]1[N:7]=[C:6]([C:8]2[N:12]3[CH:13]=[CH:14][C:15]([C:17]([F:20])([F:19])[F:18])=[CH:16][C:11]3=[N:10][C:9]=2[C:21]2[CH:22]=[C:23]([CH:35]=[CH:36][CH:37]=2)[C:24]([NH:26][C:27]2[C:32]([F:33])=[CH:31][CH:30]=[CH:29][C:28]=2[F:34])=[O:25])[CH:5]=[CH:4][N:3]=1.[N:38]1([CH:44]2[CH2:49][CH2:48][N:47]([C:50]3[CH:56]=[CH:55][C:53]([NH2:54])=[C:52]([O:57][CH3:58])[CH:51]=3)[CH2:46][CH2:45]2)[CH2:43][CH2:42][CH2:41][CH2:40][CH2:39]1.O.C1(C)C=CC(S(O)(=O)=O)=CC=1.C[O-].[Na+], predict the reaction product. The product is: [N:38]1([CH:44]2[CH2:49][CH2:48][N:47]([C:50]3[CH:56]=[CH:55][C:53]([NH:54][C:2]4[N:7]=[C:6]([C:8]5[N:12]6[CH:13]=[CH:14][C:15]([C:17]([F:19])([F:20])[F:18])=[CH:16][C:11]6=[N:10][C:9]=5[C:21]5[CH:22]=[C:23]([CH:35]=[CH:36][CH:37]=5)[C:24]([NH:26][C:27]5[C:28]([F:34])=[CH:29][CH:30]=[CH:31][C:32]=5[F:33])=[O:25])[CH:5]=[CH:4][N:3]=4)=[C:52]([O:57][CH3:58])[CH:51]=3)[CH2:46][CH2:45]2)[CH2:43][CH2:42][CH2:41][CH2:40][CH2:39]1.